From a dataset of Catalyst prediction with 721,799 reactions and 888 catalyst types from USPTO. Predict which catalyst facilitates the given reaction. (1) Reactant: C(N1C=CN=C1)(N1C=CN=C1)=O.[CH:13]1([C@@:19]([OH:29])([C:23]2[CH:28]=[CH:27][CH:26]=[CH:25][CH:24]=2)[C:20](O)=[O:21])[CH2:18][CH2:17][CH2:16][CH2:15][CH2:14]1.[BH4-].[Na+]. Product: [CH:23]1([C@:19]([C:13]2[CH:14]=[CH:15][CH:16]=[CH:17][CH:18]=2)([OH:29])[CH2:20][OH:21])[CH2:28][CH2:27][CH2:26][CH2:25][CH2:24]1. The catalyst class is: 1. (2) Reactant: [C:1]([O:5][C:6]([N:8]1[CH2:13][CH2:12][N:11]([C:14]2[S:15][C:16]([CH2:19][OH:20])=[CH:17][N:18]=2)[CH2:10][CH2:9]1)=[O:7])([CH3:4])([CH3:3])[CH3:2]. Product: [C:1]([O:5][C:6]([N:8]1[CH2:13][CH2:12][N:11]([C:14]2[S:15][C:16]([CH:19]=[O:20])=[CH:17][N:18]=2)[CH2:10][CH2:9]1)=[O:7])([CH3:4])([CH3:2])[CH3:3]. The catalyst class is: 742. (3) Product: [Br:1][C:2]1[CH:7]=[CH:6][C:5]([Cl:8])=[CH:4][C:3]=1[CH2:9][O:10][CH3:13]. Reactant: [Br:1][C:2]1[CH:7]=[CH:6][C:5]([Cl:8])=[CH:4][C:3]=1[CH2:9][OH:10].[H-].[Na+].[CH3:13]I. The catalyst class is: 1. (4) Product: [CH:18]1([C:21]2[NH:23][C:5](=[O:7])[CH:3]=[C:2]([C:1]([OH:11])=[O:10])[N:22]=2)[CH2:20][CH2:19]1. The catalyst class is: 97. Reactant: [C:1]([O:11]CC)(=[O:10])[CH2:2][C:3]([C:5]([O:7]CC)=O)=O.[Na].[OH-].[Na+].Cl.[CH:18]1([C:21](=[NH:23])[NH2:22])[CH2:20][CH2:19]1.Cl.